This data is from Forward reaction prediction with 1.9M reactions from USPTO patents (1976-2016). The task is: Predict the product of the given reaction. (1) Given the reactants [NH:1]1[C:5]2[CH:6]=[CH:7][C:8]([CH2:10][NH:11][CH3:12])=[CH:9][C:4]=2[N:3]=[CH:2]1.C(C1C2C(=CC=CC=2)C=CC=1CN)CC.Cl.[O:29]=[C:30]1[NH:39][C:38]2[N:37]=[CH:36][C:35](/[CH:40]=[CH:41]/[C:42]([OH:44])=O)=[CH:34][C:33]=2[CH2:32][CH2:31]1.Cl.CN1CC2C=C(/C=C/C(O)=O)C=NC=2NC(=O)C1, predict the reaction product. The product is: [NH:1]1[C:5]2[CH:6]=[CH:7][C:8]([CH2:10][N:11]([CH3:12])[C:42](=[O:44])/[CH:41]=[CH:40]/[C:35]3[CH:36]=[N:37][C:38]4[NH:39][C:30](=[O:29])[CH2:31][CH2:32][C:33]=4[CH:34]=3)=[CH:9][C:4]=2[N:3]=[CH:2]1. (2) Given the reactants COC(=O)[C:4]1[CH:9]=[CH:8][C:7]([Br:10])=[CH:6][C:5]=1[CH3:11].[CH3:13][Mg]Br.Cl.C([O:19][CH2:20][CH3:21])C, predict the reaction product. The product is: [Br:10][C:7]1[CH:8]=[CH:9][C:4]([C:20]([OH:19])([CH3:21])[CH3:13])=[C:5]([CH3:11])[CH:6]=1. (3) Given the reactants [NH2:1][C:2]1[CH:3]=[CH:4][C:5]([NH:24][C:25]([O:27][C:28]([CH3:31])([CH3:30])[CH3:29])=[O:26])=[C:6]([CH2:8][CH2:9][C:10]2[CH:11]=[C:12]([NH:16][C:17](=[O:23])[O:18][C:19]([CH3:22])([CH3:21])[CH3:20])[CH:13]=[CH:14][CH:15]=2)[CH:7]=1.C(=O)([O-])[O-].[K+].[K+].[Cl:38][C:39]1[N:44]=[C:43](Cl)[C:42]([Cl:46])=[CH:41][N:40]=1.O, predict the reaction product. The product is: [C:28]([O:27][C:25]([NH:24][C:5]1[CH:4]=[CH:3][C:2]([NH:1][C:41]2[C:42]([Cl:46])=[CH:43][N:44]=[C:39]([Cl:38])[N:40]=2)=[CH:7][C:6]=1[CH2:8][CH2:9][C:10]1[CH:11]=[C:12]([NH:16][C:17](=[O:23])[O:18][C:19]([CH3:22])([CH3:21])[CH3:20])[CH:13]=[CH:14][CH:15]=1)=[O:26])([CH3:31])([CH3:30])[CH3:29]. (4) Given the reactants [K+].[Br-].[F:3][C:4]([F:22])([O:7][C:8]([F:21])([F:20])[C:9]([F:19])([F:18])[C:10]([F:17])([F:16])[O:11][C:12]([F:15])([F:14])[F:13])[CH2:5][OH:6].[O-]Cl.[Na+].S(=O)(=O)(O)[OH:27], predict the reaction product. The product is: [F:3][C:4]([F:22])([O:7][C:8]([F:20])([F:21])[C:9]([F:18])([F:19])[C:10]([F:16])([F:17])[O:11][C:12]([F:13])([F:14])[F:15])[C:5]([OH:27])=[O:6]. (5) Given the reactants [NH:1]1[C:9]2[C:4](=[CH:5][CH:6]=[CH:7][C:8]=2[C:10]([OH:12])=O)[CH:3]=[CH:2]1.CN(C(ON1N=NC2C=CC=CC1=2)=[N+](C)C)C.[B-](F)(F)(F)F.C(N(CC)C(C)C)(C)C.[C:44]([C:48]1[CH:66]=[CH:65][C:51]([CH2:52][NH:53][CH2:54][CH:55]([C:57]2[CH:62]=[CH:61][C:60]([Cl:63])=[C:59]([Cl:64])[CH:58]=2)[OH:56])=[CH:50][CH:49]=1)([CH3:47])([CH3:46])[CH3:45], predict the reaction product. The product is: [C:44]([C:48]1[CH:66]=[CH:65][C:51]([CH2:52][N:53]([CH2:54][CH:55]([C:57]2[CH:62]=[CH:61][C:60]([Cl:63])=[C:59]([Cl:64])[CH:58]=2)[OH:56])[C:10]([C:8]2[CH:7]=[CH:6][CH:5]=[C:4]3[C:9]=2[NH:1][CH:2]=[CH:3]3)=[O:12])=[CH:50][CH:49]=1)([CH3:47])([CH3:45])[CH3:46].